Dataset: Full USPTO retrosynthesis dataset with 1.9M reactions from patents (1976-2016). Task: Predict the reactants needed to synthesize the given product. (1) Given the product [CH2:1]([C:5]1[N:6]([CH2:19][CH2:20][CH2:21][CH2:22][S:31]([C:25]2[CH:30]=[CH:29][CH:28]=[CH:27][CH:26]=2)(=[O:33])=[O:32])[C:7]2[C:16]3[CH:15]=[CH:14][CH:13]=[CH:12][C:11]=3[N:10]=[C:9]([NH2:17])[C:8]=2[N:18]=1)[CH2:2][CH2:3][CH3:4], predict the reactants needed to synthesize it. The reactants are: [CH2:1]([C:5]1[N:6]([CH2:19][CH2:20][CH2:21][CH2:22]Cl)[C:7]2[C:16]3[CH:15]=[CH:14][CH:13]=[CH:12][C:11]=3[N:10]=[C:9]([NH2:17])[C:8]=2[N:18]=1)[CH2:2][CH2:3][CH3:4].[Na+].[C:25]1([S:31]([O-:33])=[O:32])[CH:30]=[CH:29][CH:28]=[CH:27][CH:26]=1.Cl.O1CCOCC1.C. (2) The reactants are: [CH3:1][O:2][CH2:3][CH2:4][C:5]1[N:6]([CH2:25][CH2:26][CH2:27][N:28]2[CH2:32][CH2:31][CH2:30][C:29]2=[O:33])[C:7]2[C:16]3[CH:15]=[C:14]([CH2:17][CH2:18][C:19]([N:21]([CH3:23])[CH3:22])=[O:20])[CH:13]=[CH:12][C:11]=3[N:10]=[CH:9][C:8]=2[N:24]=1.ClC1C=C(C=CC=1)C(OO)=O.[OH-].[NH4+:46].C1(C)C=CC(S(Cl)(=O)=O)=CC=1. Given the product [NH2:46][C:9]1[C:8]2[N:24]=[C:5]([CH2:4][CH2:3][O:2][CH3:1])[N:6]([CH2:25][CH2:26][CH2:27][N:28]3[CH2:32][CH2:31][CH2:30][C:29]3=[O:33])[C:7]=2[C:16]2[CH:15]=[C:14]([CH2:17][CH2:18][C:19]([N:21]([CH3:23])[CH3:22])=[O:20])[CH:13]=[CH:12][C:11]=2[N:10]=1, predict the reactants needed to synthesize it. (3) Given the product [CH2:1]([N:5]([CH2:20][CH2:21][CH2:22][CH3:23])[C:6]1[CH:11]=[CH:10][C:9]([CH:12]=[CH:13][CH:14]=[CH:15][CH:16]=[CH:31][C:30]2[C:29]([C:36]3[CH:37]=[CH:38][CH:39]=[CH:40][CH:41]=3)([C:32]([F:35])([F:33])[F:34])[O:28][C:27](=[C:42]([C:45]#[N:46])[C:43]#[N:44])[C:26]=2[C:24]#[N:25])=[C:8]([O:18][CH3:19])[CH:7]=1)[CH2:2][CH2:3][CH3:4], predict the reactants needed to synthesize it. The reactants are: [CH2:1]([N:5]([CH2:20][CH2:21][CH2:22][CH3:23])[C:6]1[CH:11]=[CH:10][C:9]([CH:12]=[CH:13][CH:14]=[CH:15][CH:16]=O)=[C:8]([O:18][CH3:19])[CH:7]=1)[CH2:2][CH2:3][CH3:4].[C:24]([C:26]1[C:27](=[C:42]([C:45]#[N:46])[C:43]#[N:44])[O:28][C:29]([C:36]2[CH:41]=[CH:40][CH:39]=[CH:38][CH:37]=2)([C:32]([F:35])([F:34])[F:33])[C:30]=1[CH3:31])#[N:25]. (4) The reactants are: [O:1]1[CH2:5][CH:4]=[CH:3][CH:2]1[C:6]1[C:7]([O:16][CH3:17])=[CH:8][C:9]([O:14][CH3:15])=[C:10]([CH:13]=1)[CH:11]=O.[C:18]([C:21]1[CH:26]=[CH:25][C:24]([S:27]([NH2:30])(=[O:29])=[O:28])=[CH:23][CH:22]=1)(=[O:20])[CH3:19].C[O-].[Li+]. Given the product [O:1]1[CH2:5][CH:4]=[CH:3][CH:2]1[C:6]1[C:7]([O:16][CH3:17])=[CH:8][C:9]([O:14][CH3:15])=[C:10](/[CH:11]=[CH:19]/[C:18]([C:21]2[CH:22]=[CH:23][C:24]([S:27]([NH2:30])(=[O:29])=[O:28])=[CH:25][CH:26]=2)=[O:20])[CH:13]=1, predict the reactants needed to synthesize it. (5) The reactants are: [C:1]([O:5][C:6]([N:8]1[CH2:13][CH2:12][CH:11]([CH:14]2[CH2:18][C:17]3[CH:19]=[C:20](B4OC(C)(C)C(C)(C)O4)[CH:21]=[CH:22][C:16]=3[O:15]2)[CH2:10][CH2:9]1)=[O:7])([CH3:4])([CH3:3])[CH3:2].Br[C:33]1[CH:38]=[CH:37][C:36]([S:39]([CH3:42])(=[O:41])=[O:40])=[CH:35][N:34]=1. Given the product [C:1]([O:5][C:6]([N:8]1[CH2:9][CH2:10][CH:11]([CH:14]2[CH2:18][C:17]3[CH:19]=[C:20]([C:33]4[CH:38]=[CH:37][C:36]([S:39]([CH3:42])(=[O:41])=[O:40])=[CH:35][N:34]=4)[CH:21]=[CH:22][C:16]=3[O:15]2)[CH2:12][CH2:13]1)=[O:7])([CH3:2])([CH3:4])[CH3:3], predict the reactants needed to synthesize it. (6) Given the product [CH:1]1([NH:7][C:8]([C:10]2[C:11]([S:16][CH2:17][CH2:18][C:19]3[CH:24]=[CH:23][CH:22]=[CH:21][C:20]=3[OH:25])=[N:12][CH:13]=[CH:14][CH:15]=2)=[O:9])[CH2:2][CH2:3][CH2:4][CH2:5][CH2:6]1, predict the reactants needed to synthesize it. The reactants are: [CH:1]1([NH:7][C:8]([C:10]2[C:11]([S:16][CH2:17][CH2:18][C:19]3[CH:24]=[CH:23][CH:22]=[CH:21][C:20]=3[O:25]S(C)(=O)=O)=[N:12][CH:13]=[CH:14][CH:15]=2)=[O:9])[CH2:6][CH2:5][CH2:4][CH2:3][CH2:2]1.[OH-].[Na+].